From a dataset of Reaction yield outcomes from USPTO patents with 853,638 reactions. Predict the reaction yield, written as a fraction of the theoretical maximum amount of product (1.0 means a 100% yield; for example, 0.34 means a 34% yield). (1) The reactants are C[O:2][C:3](=O)[C:4]1[CH:9]=[C:8]([Br:10])[CH:7]=[CH:6][C:5]=1[CH2:11][Br:12].CC(C[AlH]CC(C)C)C.Cl. The catalyst is C1(C)C=CC=CC=1. The product is [Br:10][C:8]1[CH:7]=[CH:6][C:5]([CH2:11][Br:12])=[C:4]([CH2:3][OH:2])[CH:9]=1. The yield is 0.780. (2) The reactants are C[Al](C)C.[CH:5]1([NH2:8])[CH2:7][CH2:6]1.C[O:10][C:11](=O)[C:12]1[CH:17]=[CH:16][C:15]([O:18][CH2:19][C:20]2[C:21]([C:26]3[CH:31]=[CH:30][CH:29]=[C:28]([F:32])[CH:27]=3)=[N:22][O:23][C:24]=2[CH3:25])=[N:14][CH:13]=1.O. The catalyst is O1CCOCC1. The product is [CH:5]1([NH:8][C:11](=[O:10])[C:12]2[CH:17]=[CH:16][C:15]([O:18][CH2:19][C:20]3[C:21]([C:26]4[CH:31]=[CH:30][CH:29]=[C:28]([F:32])[CH:27]=4)=[N:22][O:23][C:24]=3[CH3:25])=[N:14][CH:13]=2)[CH2:7][CH2:6]1. The yield is 0.910. (3) The reactants are C(Cl)(=O)C(Cl)=O.[CH3:7][O:8][C:9]1[CH:23]=[CH:22][C:12]([CH2:13][N:14]2[CH:18]=[C:17]([C:19](O)=[O:20])[CH:16]=[N:15]2)=[CH:11][CH:10]=1.[NH3:24].O. The catalyst is CN(C=O)C.C(Cl)Cl. The product is [CH3:7][O:8][C:9]1[CH:23]=[CH:22][C:12]([CH2:13][N:14]2[CH:18]=[C:17]([C:19]([NH2:24])=[O:20])[CH:16]=[N:15]2)=[CH:11][CH:10]=1. The yield is 0.960. (4) The reactants are [C:1]([O:5][C:6]([N:8]1[CH2:13][CH2:12][CH:11]([CH2:14][C:15]([OH:17])=O)[CH2:10][CH2:9]1)=[O:7])([CH3:4])([CH3:3])[CH3:2].C(Cl)(=O)C([Cl:21])=O.CN(C=O)C. The catalyst is C(Cl)Cl. The product is [Cl:21][C:15](=[O:17])[CH2:14][CH:11]1[CH2:12][CH2:13][N:8]([C:6]([O:5][C:1]([CH3:4])([CH3:3])[CH3:2])=[O:7])[CH2:9][CH2:10]1. The yield is 1.00. (5) The reactants are [CH2:1]([N:4]([CH2:8][CH2:9][CH3:10])[CH2:5][CH2:6][NH2:7])[CH2:2][CH3:3].Cl[C:12]1[N:13]=[N+:14]([O-:25])[C:15]2[CH:24]=[C:23]3[C:19]([CH2:20][CH2:21][CH2:22]3)=[CH:18][C:16]=2[N:17]=1. The catalyst is COCCOC. The product is [O-:25][N+:14]1[C:15]2[CH:24]=[C:23]3[C:19](=[CH:18][C:16]=2[N:17]=[C:12]([NH:7][CH2:6][CH2:5][N:4]([CH2:8][CH2:9][CH3:10])[CH2:1][CH2:2][CH3:3])[N:13]=1)[CH2:20][CH2:21][CH2:22]3. The yield is 0.740. (6) The reactants are [C:1]1([C:7](=[CH2:21])[C:8]([C:10]2[CH:20]=[CH:19][C:13]3[O:14][CH2:15][C:16](=[O:18])[NH:17][C:12]=3[CH:11]=2)=O)[CH:6]=[CH:5][CH:4]=[CH:3][CH:2]=1.[F:22][C:23]([F:28])([F:27])[CH2:24][NH:25][NH2:26]. The catalyst is CO. The product is [C:1]1([CH:7]2[CH2:21][N:25]([CH2:24][C:23]([F:28])([F:27])[F:22])[N:26]=[C:8]2[C:10]2[CH:20]=[CH:19][C:13]3[O:14][CH2:15][C:16](=[O:18])[NH:17][C:12]=3[CH:11]=2)[CH:6]=[CH:5][CH:4]=[CH:3][CH:2]=1. The yield is 0.590.